From a dataset of Full USPTO retrosynthesis dataset with 1.9M reactions from patents (1976-2016). Predict the reactants needed to synthesize the given product. (1) Given the product [Cl:1][C:2]1[CH:3]=[C:4]([CH:9]2[CH2:10][N:11]([C:16]([CH:18]3[CH2:19][CH2:20][N:21]([C:24]([C:26]4([CH3:29])[CH2:27][CH2:28]4)=[O:25])[CH2:22][CH2:23]3)=[O:17])[CH2:12][CH:13]2[N:14]([CH3:15])[C:37](=[O:39])[CH2:36][CH:33]2[CH2:32][CH2:31][O:30][CH2:35][CH2:34]2)[CH:5]=[CH:6][C:7]=1[Cl:8], predict the reactants needed to synthesize it. The reactants are: [Cl:1][C:2]1[CH:3]=[C:4]([CH:9]2[CH:13]([NH:14][CH3:15])[CH2:12][N:11]([C:16]([CH:18]3[CH2:23][CH2:22][N:21]([C:24]([C:26]4([CH3:29])[CH2:28][CH2:27]4)=[O:25])[CH2:20][CH2:19]3)=[O:17])[CH2:10]2)[CH:5]=[CH:6][C:7]=1[Cl:8].[O:30]1[CH2:35][CH2:34][CH:33]([CH2:36][C:37]([OH:39])=O)[CH2:32][CH2:31]1. (2) The reactants are: [O:1]=[C:2]1[CH2:8][CH:7]2[N:9]([C:10]([O:12][C:13]([CH3:16])([CH3:15])[CH3:14])=[O:11])[CH:4]([CH2:5][CH2:6]2)[CH2:3]1.O1CCCC1.[H-].C([Al+]CC(C)C)C(C)C. Given the product [C:13]([O:12][C:10]([N:9]1[CH:4]2[CH2:5][CH2:6][CH:7]1[CH2:8][CH:2]([OH:1])[CH2:3]2)=[O:11])([CH3:16])([CH3:14])[CH3:15], predict the reactants needed to synthesize it. (3) Given the product [CH:45]([NH:33][CH2:32][CH:29]1[CH2:28][CH2:27][N:26]([C:4]2[C:3]3[N:2]([CH3:1])[CH2:11][CH2:10][O:9][C:8]=3[C:7]3=[N:12][N:13]=[C:14]([C:15]4[CH:20]=[CH:19][CH:18]=[C:17]([O:21][C:22]([F:25])([F:23])[F:24])[CH:16]=4)[N:6]3[N:5]=2)[CH2:31][CH2:30]1)([CH3:47])[CH3:44], predict the reactants needed to synthesize it. The reactants are: [CH3:1][N:2]1[CH2:11][CH2:10][O:9][C:8]2[C:7]3=[N:12][N:13]=[C:14]([C:15]4[CH:20]=[CH:19][CH:18]=[C:17]([O:21][C:22]([F:25])([F:24])[F:23])[CH:16]=4)[N:6]3[N:5]=[C:4]([N:26]3[CH2:31][CH2:30][CH:29]([CH2:32][NH2:33])[CH2:28][CH2:27]3)[C:3]1=2.C(=O)([O-])[O-].[K+].[K+].C([BH3-])#N.[Na+].[CH3:44][C:45]([CH3:47])=O. (4) Given the product [C:20]([O:12][CH:1]=[CH:2][CH2:3][CH2:4][CH2:5][CH2:6][CH2:7][CH2:8][CH2:9][CH2:10][CH3:11])(=[O:23])[CH:21]=[CH2:22], predict the reactants needed to synthesize it. The reactants are: [CH:1]([OH:12])=[CH:2][CH2:3][CH2:4][CH2:5][CH2:6][CH2:7][CH2:8][CH2:9][CH2:10][CH3:11].C(N(CC)CC)C.[C:20](Cl)(=[O:23])[CH:21]=[CH2:22]. (5) The reactants are: C([O:8][C:9]1[CH:14]=[CH:13][C:12]([C:15]([C:20]2[CH:36]=[CH:35][C:23]([O:24][CH2:25][C:26]([O:31][C:32](=[O:34])[CH3:33])([CH2:29][CH3:30])[CH2:27][CH3:28])=[C:22]([CH3:37])[CH:21]=2)([CH2:18][CH3:19])[CH2:16][CH3:17])=[CH:11][C:10]=1[CH3:38])C1C=CC=CC=1. Given the product [CH2:27]([C:26]([O:31][C:32](=[O:34])[CH3:33])([CH2:25][O:24][C:23]1[CH:35]=[CH:36][C:20]([C:15]([CH2:18][CH3:19])([C:12]2[CH:13]=[CH:14][C:9]([OH:8])=[C:10]([CH3:38])[CH:11]=2)[CH2:16][CH3:17])=[CH:21][C:22]=1[CH3:37])[CH2:29][CH3:30])[CH3:28], predict the reactants needed to synthesize it. (6) Given the product [NH2:39][C@@H:38]([CH2:37][C:36]1[CH:43]=[CH:44][C:33]([C:2]2[CH:7]=[C:6]([O:8][CH:9]([C:14]3[CH:19]=[CH:18][CH:17]=[CH:16][C:15]=3[C:20]3[O:21][C:22]([CH2:25][N:26]([CH3:28])[CH3:27])=[CH:23][CH:24]=3)[C:10]([F:13])([F:12])[F:11])[N:5]=[C:4]([NH2:29])[N:3]=2)=[CH:34][CH:35]=1)[C:40]([OH:42])=[O:41], predict the reactants needed to synthesize it. The reactants are: Cl[C:2]1[CH:7]=[C:6]([O:8][CH:9]([C:14]2[CH:19]=[CH:18][CH:17]=[CH:16][C:15]=2[C:20]2[O:21][C:22]([CH2:25][N:26]([CH3:28])[CH3:27])=[CH:23][CH:24]=2)[C:10]([F:13])([F:12])[F:11])[N:5]=[C:4]([NH2:29])[N:3]=1.B([C:33]1[CH:44]=[CH:43][C:36]([CH2:37][C@@H:38]([C:40]([OH:42])=[O:41])[NH2:39])=[CH:35][CH:34]=1)(O)O.C(#N)C.C(=O)([O-])[O-].[Na+].[Na+].